This data is from Reaction yield outcomes from USPTO patents with 853,638 reactions. The task is: Predict the reaction yield, written as a fraction of the theoretical maximum amount of product (1.0 means a 100% yield; for example, 0.34 means a 34% yield). The reactants are [Cl:1][C:2]1[CH:7]=[CH:6][C:5]([CH2:8][C:9]#[N:10])=[C:4]([F:11])[CH:3]=1.[Br:12][C:13]1[CH:14]=[C:15]([CH:18]=[CH:19][CH:20]=1)[CH:16]=O.C[O-].[Na+]. The catalyst is CO. The product is [Br:12][C:13]1[CH:14]=[C:15](/[CH:16]=[C:8](/[C:5]2[CH:6]=[CH:7][C:2]([Cl:1])=[CH:3][C:4]=2[F:11])\[C:9]#[N:10])[CH:18]=[CH:19][CH:20]=1. The yield is 0.600.